Predict the product of the given reaction. From a dataset of Forward reaction prediction with 1.9M reactions from USPTO patents (1976-2016). (1) Given the reactants [OH:1][C:2]1[CH:9]=[CH:8][C:5]([CH:6]=[O:7])=[CH:4][CH:3]=1.[CH3:10][N:11]1[CH2:16][CH2:15][NH:14][CH2:13][CH2:12]1.[CH2:17]=O, predict the reaction product. The product is: [OH:1][C:2]1[CH:9]=[CH:8][C:5]([CH:6]=[O:7])=[CH:4][C:3]=1[CH2:10][N:11]1[CH2:16][CH2:15][N:14]([CH3:17])[CH2:13][CH2:12]1. (2) Given the reactants [NH2:1][C:2]1[C:7]([C:8]#[N:9])=[C:6]([C:10]2[CH:15]=[CH:14][C:13]([O:16][CH2:17][CH2:18][OH:19])=[CH:12][N:11]=2)[C:5]([C:20]#[N:21])=[C:4]([SH:22])[N:3]=1.Cl[CH2:24][C:25]1[N:26]=[C:27]([C:30]2[CH:35]=[CH:34][C:33]([Cl:36])=[CH:32][CH:31]=2)[S:28][CH:29]=1.C(=O)(O)[O-].[Na+], predict the reaction product. The product is: [NH2:1][C:2]1[C:7]([C:8]#[N:9])=[C:6]([C:10]2[CH:15]=[CH:14][C:13]([O:16][CH2:17][CH2:18][OH:19])=[CH:12][N:11]=2)[C:5]([C:20]#[N:21])=[C:4]([S:22][CH2:24][C:25]2[N:26]=[C:27]([C:30]3[CH:35]=[CH:34][C:33]([Cl:36])=[CH:32][CH:31]=3)[S:28][CH:29]=2)[N:3]=1. (3) The product is: [O:24]1[C:28]2[CH:29]=[CH:30][CH:31]=[CH:32][C:27]=2[CH:26]=[C:25]1[C:33]([NH:10][C@H:9]([C:11]([O:13][CH3:14])=[O:12])[CH2:8][C:7]1[CH:6]=[CH:5][C:4]([O:3][CH3:2])=[CH:16][CH:15]=1)=[O:34]. Given the reactants Cl.[CH3:2][O:3][C:4]1[CH:16]=[CH:15][C:7]([CH2:8][C@@H:9]([C:11]([O:13][CH3:14])=[O:12])[NH2:10])=[CH:6][CH:5]=1.C(N(CC)CC)C.[O:24]1[C:28]2[CH:29]=[CH:30][CH:31]=[CH:32][C:27]=2[CH:26]=[C:25]1[C:33](O)=[O:34].CCN=C=NCCCN(C)C.Cl, predict the reaction product.